Dataset: Forward reaction prediction with 1.9M reactions from USPTO patents (1976-2016). Task: Predict the product of the given reaction. Given the reactants [O:1]=[C:2]([CH2:7][CH3:8])[CH2:3][C:4]([OH:6])=[O:5].Cl, predict the reaction product. The product is: [CH2:7]([C:2]1[O:5][C:4](=[O:6])[C:3]([C:2](=[O:1])[CH2:7][CH3:8])=[C:4]([OH:5])[CH:3]=1)[CH3:8].